From a dataset of NCI-60 drug combinations with 297,098 pairs across 59 cell lines. Regression. Given two drug SMILES strings and cell line genomic features, predict the synergy score measuring deviation from expected non-interaction effect. (1) Drug 1: CS(=O)(=O)C1=CC(=C(C=C1)C(=O)NC2=CC(=C(C=C2)Cl)C3=CC=CC=N3)Cl. Drug 2: C1=CC(=CC=C1CCC2=CNC3=C2C(=O)NC(=N3)N)C(=O)NC(CCC(=O)O)C(=O)O. Cell line: MALME-3M. Synergy scores: CSS=27.3, Synergy_ZIP=-4.67, Synergy_Bliss=7.57, Synergy_Loewe=0.0631, Synergy_HSA=7.43. (2) Drug 1: CCCS(=O)(=O)NC1=C(C(=C(C=C1)F)C(=O)C2=CNC3=C2C=C(C=N3)C4=CC=C(C=C4)Cl)F. Drug 2: CN(C(=O)NC(C=O)C(C(C(CO)O)O)O)N=O. Cell line: UO-31. Synergy scores: CSS=10.9, Synergy_ZIP=1.64, Synergy_Bliss=6.16, Synergy_Loewe=1.21, Synergy_HSA=6.00. (3) Drug 1: CC=C1C(=O)NC(C(=O)OC2CC(=O)NC(C(=O)NC(CSSCCC=C2)C(=O)N1)C(C)C)C(C)C. Drug 2: CN(CC1=CN=C2C(=N1)C(=NC(=N2)N)N)C3=CC=C(C=C3)C(=O)NC(CCC(=O)O)C(=O)O. Cell line: HCT-15. Synergy scores: CSS=61.3, Synergy_ZIP=-3.62, Synergy_Bliss=-6.00, Synergy_Loewe=-6.89, Synergy_HSA=-5.69. (4) Cell line: SW-620. Drug 2: CCN(CC)CCNC(=O)C1=C(NC(=C1C)C=C2C3=C(C=CC(=C3)F)NC2=O)C. Synergy scores: CSS=65.4, Synergy_ZIP=2.33, Synergy_Bliss=3.11, Synergy_Loewe=-5.10, Synergy_HSA=3.64. Drug 1: C1=CC=C(C=C1)NC(=O)CCCCCCC(=O)NO. (5) Drug 1: CCCS(=O)(=O)NC1=C(C(=C(C=C1)F)C(=O)C2=CNC3=C2C=C(C=N3)C4=CC=C(C=C4)Cl)F. Drug 2: C(CC(=O)O)C(=O)CN.Cl. Cell line: UACC-257. Synergy scores: CSS=40.8, Synergy_ZIP=-2.97, Synergy_Bliss=-2.98, Synergy_Loewe=-18.9, Synergy_HSA=-1.70.